From a dataset of Full USPTO retrosynthesis dataset with 1.9M reactions from patents (1976-2016). Predict the reactants needed to synthesize the given product. (1) Given the product [NH:8]1[CH2:9][CH2:10][CH:11]([O:14][C:16]2[CH:23]=[CH:22][C:19]([C:20]#[N:21])=[CH:18][CH:17]=2)[CH2:12][CH2:13]1, predict the reactants needed to synthesize it. The reactants are: C(OC([N:8]1[CH2:13][CH2:12][CH:11]([OH:14])[CH2:10][CH2:9]1)=O)(C)(C)C.Cl[C:16]1[CH:23]=[CH:22][C:19]([C:20]#[N:21])=[CH:18][CH:17]=1.[H-].[Na+].O. (2) Given the product [CH3:14][N:13]([CH3:15])[CH2:12][CH2:11][N:8]1[C:6]2[N:7]=[C:2]([C:27]3[CH:28]=[C:23]([OH:22])[CH:24]=[CH:25][CH:26]=3)[N:3]=[C:4]([N:16]3[CH2:21][CH2:20][O:19][CH2:18][CH2:17]3)[C:5]=2[CH:10]=[CH:9]1, predict the reactants needed to synthesize it. The reactants are: Cl[C:2]1[N:3]=[C:4]([N:16]2[CH2:21][CH2:20][O:19][CH2:18][CH2:17]2)[C:5]2[CH:10]=[CH:9][N:8]([CH2:11][CH2:12][N:13]([CH3:15])[CH3:14])[C:6]=2[N:7]=1.[OH:22][C:23]1[CH:24]=[C:25](B(O)O)[CH:26]=[CH:27][CH:28]=1.C(=O)([O-])[O-].[Na+].[Na+]. (3) Given the product [C:1]([O:5][C:6]([N:8]1[CH2:9][CH2:10][C:11]([C:14]([N:42]2[CH2:43][CH2:44][C:45]3[C:50](=[CH:49][CH:48]=[C:47]([C:51]([O:53][CH3:54])=[O:52])[CH:46]=3)[CH2:41]2)=[O:16])([CH3:17])[CH2:12][CH2:13]1)=[O:7])([CH3:2])([CH3:3])[CH3:4], predict the reactants needed to synthesize it. The reactants are: [C:1]([O:5][C:6]([N:8]1[CH2:13][CH2:12][C:11]([CH3:17])([C:14]([OH:16])=O)[CH2:10][CH2:9]1)=[O:7])([CH3:4])([CH3:3])[CH3:2].C(N(CC)CC)C.CN(C(F)=[N+](C)C)C.F[P-](F)(F)(F)(F)F.Cl.[CH2:41]1[C:50]2[C:45](=[CH:46][C:47]([C:51]([O:53][CH3:54])=[O:52])=[CH:48][CH:49]=2)[CH2:44][CH2:43][NH:42]1. (4) Given the product [O:53]1[C:57]2[CH:58]=[CH:59][C:60]([C:62]3[CH:63]=[C:64]([NH:68][C:24]([C:19]4[C:20](=[O:23])[O:21][C:22]5[C:17]([CH:18]=4)=[CH:16][CH:15]=[CH:14][C:13]=5[O:12][C:11]([F:10])([F:28])[F:27])=[O:26])[CH:65]=[CH:66][CH:67]=3)=[CH:61][C:56]=2[O:55][CH2:54]1, predict the reactants needed to synthesize it. The reactants are: CCN(C(C)C)C(C)C.[F:10][C:11]([F:28])([F:27])[O:12][C:13]1[CH:14]=[CH:15][CH:16]=[C:17]2[C:22]=1[O:21][C:20](=[O:23])[C:19]([C:24]([OH:26])=O)=[CH:18]2.CN(C(ON1N=NC2C=CC=NC1=2)=[N+](C)C)C.F[P-](F)(F)(F)(F)F.[O:53]1[C:57]2[CH:58]=[CH:59][C:60]([C:62]3[CH:63]=[C:64]([NH2:68])[CH:65]=[CH:66][CH:67]=3)=[CH:61][C:56]=2[O:55][CH2:54]1. (5) Given the product [C:18]1([S:24]([N:4]2[C:5]3=[N:6][CH:7]=[C:8]([S:11][C:12]4[CH:17]=[CH:16][CH:15]=[CH:14][CH:13]=4)[CH:9]=[C:10]3[C:2]([I:1])=[CH:3]2)(=[O:26])=[O:25])[CH:23]=[CH:22][CH:21]=[CH:20][CH:19]=1, predict the reactants needed to synthesize it. The reactants are: [I:1][C:2]1[C:10]2[C:5](=[N:6][CH:7]=[C:8]([S:11][C:12]3[CH:17]=[CH:16][CH:15]=[CH:14][CH:13]=3)[CH:9]=2)[NH:4][CH:3]=1.[C:18]1([S:24](Cl)(=[O:26])=[O:25])[CH:23]=[CH:22][CH:21]=[CH:20][CH:19]=1.[OH-].[Na+].